The task is: Predict the reaction yield, written as a fraction of the theoretical maximum amount of product (1.0 means a 100% yield; for example, 0.34 means a 34% yield).. This data is from Reaction yield outcomes from USPTO patents with 853,638 reactions. (1) The yield is 0.466. The catalyst is CN(C=O)C.C1COCC1. The product is [CH2:29]([O:28][C:27]([N:26]1[CH2:37][N:10]([C:7]2[CH:8]=[CH:9][C:4]([Cl:3])=[CH:5][CH:6]=2)[C:11](=[O:12])[N:13]([C:14](=[O:23])[C:15]2[C:20]([F:21])=[CH:19][CH:18]=[CH:17][C:16]=2[F:22])[CH2:25]1)=[O:36])[C:30]1[CH:35]=[CH:34][CH:33]=[CH:32][CH:31]=1. The reactants are [H-].[Na+].[Cl:3][C:4]1[CH:9]=[CH:8][C:7]([NH:10][C:11]([NH:13][C:14](=[O:23])[C:15]2[C:20]([F:21])=[CH:19][CH:18]=[CH:17][C:16]=2[F:22])=[O:12])=[CH:6][CH:5]=1.Cl[CH2:25][N:26]([CH2:37]Cl)[C:27](=[O:36])[O:28][CH2:29][C:30]1[CH:35]=[CH:34][CH:33]=[CH:32][CH:31]=1.O. (2) The reactants are C([Sn]([C:14]1[N:18](COCC[Si](C)(C)C)C(S(C2C=CC=CC=2)(=O)=O)=[N:16][CH:15]=1)(CCCC)CCCC)CCC.C[Si](C)(C)CCOC[N:42]1[C:46]([C:47]2[CH:48]=[C:49]3[C:54](=[CH:55][CH:56]=2)[CH:53]=[N:52][CH:51]=[CH:50]3)=[CH:45][N:44]=[C:43]1S(C1C=CC=CC=1)(=O)=O.[CH2:68]([Li])[CH2:69]CC.[CH2:82]([Sn](Cl)([CH2:82][CH2:83][CH2:84][CH3:85])[CH2:82][CH2:83][CH2:84][CH3:85])[CH2:83][CH2:84][CH3:85].[CH2:87]1COCC1. No catalyst specified. The product is [NH2:16][CH2:15][CH:14]([NH:18][C:43]1[NH:42][C:46]([C:47]2[CH:48]=[C:49]3[C:54](=[CH:55][CH:56]=2)[CH:53]=[N:52][CH:51]=[CH:50]3)=[CH:45][N:44]=1)[CH2:87][C:85]1[CH:84]=[CH:83][CH:82]=[CH:69][CH:68]=1. The yield is 0.590. (3) The reactants are [CH2:1]([O:3][CH2:4][C:5]([OH:7])=[O:6])[CH3:2].[CH3:8][O:9][C:10]([CH3:15])([CH3:14])[CH2:11][CH2:12]O. The catalyst is C1(C)C=CC(S(O)(=O)=O)=CC=1.C(OCC)C. The product is [CH2:1]([O:3][CH2:4][C:5]([O:7][CH2:12][CH2:11][C:10]([O:9][CH3:8])([CH3:15])[CH3:14])=[O:6])[CH3:2]. The yield is 0.712.